The task is: Regression/Classification. Given a drug SMILES string, predict its absorption, distribution, metabolism, or excretion properties. Task type varies by dataset: regression for continuous measurements (e.g., permeability, clearance, half-life) or binary classification for categorical outcomes (e.g., BBB penetration, CYP inhibition). Dataset: cyp2c9_veith.. This data is from CYP2C9 inhibition data for predicting drug metabolism from PubChem BioAssay. The molecule is COc1ccc(O)c(/C=N/NC(=O)CSc2nnc(C)n2-c2ccccc2)c1. The result is 0 (non-inhibitor).